The task is: Regression. Given a peptide amino acid sequence and an MHC pseudo amino acid sequence, predict their binding affinity value. This is MHC class II binding data.. This data is from Peptide-MHC class II binding affinity with 134,281 pairs from IEDB. The peptide sequence is PNRDGDSYYYSEPTS. The MHC is HLA-DQA10201-DQB10303 with pseudo-sequence HLA-DQA10201-DQB10303. The binding affinity (normalized) is 0.265.